This data is from Catalyst prediction with 721,799 reactions and 888 catalyst types from USPTO. The task is: Predict which catalyst facilitates the given reaction. (1) The catalyst class is: 627. Reactant: [CH2:1]([O:3][C:4]([C@H:6]1[CH2:8][C@@H:7]1[C:9]1[CH:14]=[CH:13][C:12]([O:15][C@H:16]2[C:24]3[C:19](=[C:20]([C:29]4[CH:34]=[CH:33][C:32]([O:35][Si](C(C)(C)C)(C)C)=[CH:31][CH:30]=4)[C:21]([C:25]([F:28])([F:27])[F:26])=[CH:22][CH:23]=3)[CH2:18][CH2:17]2)=[CH:11][CH:10]=1)=[O:5])[CH3:2].[F-].C([N+](CCCC)(CCCC)CCCC)CCC. Product: [CH2:1]([O:3][C:4]([C@H:6]1[CH2:8][C@@H:7]1[C:9]1[CH:10]=[CH:11][C:12]([O:15][C@H:16]2[C:24]3[C:19](=[C:20]([C:29]4[CH:34]=[CH:33][C:32]([OH:35])=[CH:31][CH:30]=4)[C:21]([C:25]([F:26])([F:27])[F:28])=[CH:22][CH:23]=3)[CH2:18][CH2:17]2)=[CH:13][CH:14]=1)=[O:5])[CH3:2]. (2) Reactant: FC(F)(F)C(O)=O.C([SiH](CC)CC)C.O[C:16]1([C:27]2[CH:32]=[CH:31][CH:30]=[CH:29][C:28]=2[S:33][C:34]2[CH:39]=[CH:38][C:37]([CH3:40])=[CH:36][CH:35]=2)[CH2:21][CH2:20][N:19]([C:22]([O:24][CH2:25][CH3:26])=[O:23])[CH2:18][CH2:17]1.C1(C)C=CC=CC=1. Product: [C:37]1([CH3:40])[CH:38]=[CH:39][C:34]([S:33][C:28]2[CH:29]=[CH:30][CH:31]=[CH:32][C:27]=2[CH:16]2[CH2:21][CH2:20][N:19]([C:22]([O:24][CH2:25][CH3:26])=[O:23])[CH2:18][CH2:17]2)=[CH:35][CH:36]=1. The catalyst class is: 6.